From a dataset of Full USPTO retrosynthesis dataset with 1.9M reactions from patents (1976-2016). Predict the reactants needed to synthesize the given product. (1) The reactants are: [CH3:1][C:2]([N+:13]([O-])=O)([CH3:12])[CH2:3][NH:4][CH2:5][C:6]([N+:9]([O-])=O)([CH3:8])[CH3:7]. Given the product [CH3:8][C:6]([NH2:9])([CH3:7])[CH2:5][NH:4][CH2:3][C:2]([NH2:13])([CH3:1])[CH3:12], predict the reactants needed to synthesize it. (2) Given the product [CH:7]1[CH:6]=[N:5][CH:4]=[C:3]([C:1]([NH2:2])=[O:9])[CH:8]=1, predict the reactants needed to synthesize it. The reactants are: [C:1]([C:3]1[CH:4]=[N:5][CH:6]=[CH:7][CH:8]=1)#[N:2].[OH2:9].